From a dataset of Full USPTO retrosynthesis dataset with 1.9M reactions from patents (1976-2016). Predict the reactants needed to synthesize the given product. (1) Given the product [F:31][C:32]1[CH:33]=[CH:34][C:35]([N:38]2[CH2:43][CH2:42][N:41]([C:1]([O:2][CH2:3][CH:4]3[CH2:5][CH2:6][N:7]([CH3:10])[CH2:8][CH2:9]3)=[O:21])[CH2:40][CH2:39]2)=[CH:36][CH:37]=1, predict the reactants needed to synthesize it. The reactants are: [C:1](=[O:21])(OC1C=CC([N+]([O-])=O)=CC=1)[O:2][CH2:3][CH:4]1[CH2:9][CH2:8][N:7]([CH3:10])[CH2:6][CH2:5]1.CCN(C(C)C)C(C)C.[F:31][C:32]1[CH:37]=[CH:36][C:35]([N:38]2[CH2:43][CH2:42][NH:41][CH2:40][CH2:39]2)=[CH:34][CH:33]=1. (2) Given the product [CH3:7][N:6]1[C:2]([NH:1][C:27]([C:21]2[CH:26]=[CH:25][CH:24]=[CH:23][CH:22]=2)([C:34]2[CH:35]=[CH:36][CH:37]=[CH:38][CH:39]=2)[C:28]2[CH:29]=[CH:30][CH:31]=[CH:32][CH:33]=2)=[C:3]([CH2:8][CH2:9][CH2:10][NH:11][CH:12]=[O:13])[CH:4]=[N:5]1, predict the reactants needed to synthesize it. The reactants are: [NH2:1][C:2]1[N:6]([CH3:7])[N:5]=[CH:4][C:3]=1[CH2:8][CH2:9][CH2:10][NH:11][CH:12]=[O:13].C(N(CC)CC)C.[C:21]1([C:27](Cl)([C:34]2[CH:39]=[CH:38][CH:37]=[CH:36][CH:35]=2)[C:28]2[CH:33]=[CH:32][CH:31]=[CH:30][CH:29]=2)[CH:26]=[CH:25][CH:24]=[CH:23][CH:22]=1. (3) Given the product [Cl:1][C:2]1[C:11]([NH:12][S:19]([C:13]2[CH:18]=[CH:17][CH:16]=[CH:15][CH:14]=2)(=[O:21])=[O:20])=[C:10]2[C:5]([CH:6]=[CH:7][CH:8]=[N:9]2)=[CH:4][CH:3]=1, predict the reactants needed to synthesize it. The reactants are: [Cl:1][C:2]1[C:11]([NH2:12])=[C:10]2[C:5]([CH:6]=[CH:7][CH:8]=[N:9]2)=[CH:4][CH:3]=1.[C:13]1([S:19](Cl)(=[O:21])=[O:20])[CH:18]=[CH:17][CH:16]=[CH:15][CH:14]=1. (4) Given the product [C:19]([C:18]1[CH:17]=[CH:16][S:15][C:14]=1[NH:13][C:10](=[O:12])[CH2:9][C:6]1[CH:5]=[CH:4][C:3]([O:2][CH3:1])=[CH:8][CH:7]=1)#[N:20], predict the reactants needed to synthesize it. The reactants are: [CH3:1][O:2][C:3]1[CH:8]=[CH:7][C:6]([CH2:9][C:10]([OH:12])=O)=[CH:5][CH:4]=1.[NH2:13][C:14]1[S:15][CH:16]=[CH:17][C:18]=1[C:19]#[N:20].